From a dataset of NCI-60 drug combinations with 297,098 pairs across 59 cell lines. Regression. Given two drug SMILES strings and cell line genomic features, predict the synergy score measuring deviation from expected non-interaction effect. (1) Drug 1: CNC(=O)C1=CC=CC=C1SC2=CC3=C(C=C2)C(=NN3)C=CC4=CC=CC=N4. Drug 2: C1=NNC2=C1C(=O)NC=N2. Cell line: SK-MEL-5. Synergy scores: CSS=-0.293, Synergy_ZIP=5.34, Synergy_Bliss=8.76, Synergy_Loewe=0.449, Synergy_HSA=1.37. (2) Drug 1: CC1=C2C(C(=O)C3(C(CC4C(C3C(C(C2(C)C)(CC1OC(=O)C(C(C5=CC=CC=C5)NC(=O)OC(C)(C)C)O)O)OC(=O)C6=CC=CC=C6)(CO4)OC(=O)C)OC)C)OC. Drug 2: CS(=O)(=O)CCNCC1=CC=C(O1)C2=CC3=C(C=C2)N=CN=C3NC4=CC(=C(C=C4)OCC5=CC(=CC=C5)F)Cl. Cell line: SNB-75. Synergy scores: CSS=39.3, Synergy_ZIP=-0.525, Synergy_Bliss=0.466, Synergy_Loewe=-20.8, Synergy_HSA=2.37. (3) Drug 1: C1=CN(C(=O)N=C1N)C2C(C(C(O2)CO)O)O.Cl. Drug 2: CN1C(=O)N2C=NC(=C2N=N1)C(=O)N. Cell line: OVCAR-8. Synergy scores: CSS=27.7, Synergy_ZIP=-2.15, Synergy_Bliss=-5.36, Synergy_Loewe=-29.3, Synergy_HSA=-5.71. (4) Drug 1: CC(CN1CC(=O)NC(=O)C1)N2CC(=O)NC(=O)C2. Drug 2: CN(CC1=CN=C2C(=N1)C(=NC(=N2)N)N)C3=CC=C(C=C3)C(=O)NC(CCC(=O)O)C(=O)O. Cell line: SN12C. Synergy scores: CSS=37.2, Synergy_ZIP=-8.02, Synergy_Bliss=-0.982, Synergy_Loewe=1.02, Synergy_HSA=1.29. (5) Drug 1: CNC(=O)C1=CC=CC=C1SC2=CC3=C(C=C2)C(=NN3)C=CC4=CC=CC=N4. Drug 2: C1CC(=O)NC(=O)C1N2CC3=C(C2=O)C=CC=C3N. Cell line: HCT-15. Synergy scores: CSS=3.78, Synergy_ZIP=-1.62, Synergy_Bliss=-2.13, Synergy_Loewe=-2.76, Synergy_HSA=-2.75. (6) Drug 2: CC12CCC3C(C1CCC2O)C(CC4=C3C=CC(=C4)O)CCCCCCCCCS(=O)CCCC(C(F)(F)F)(F)F. Synergy scores: CSS=9.92, Synergy_ZIP=-6.57, Synergy_Bliss=-0.147, Synergy_Loewe=1.79, Synergy_HSA=1.79. Cell line: OVCAR-5. Drug 1: COC1=CC(=CC(=C1O)OC)C2C3C(COC3=O)C(C4=CC5=C(C=C24)OCO5)OC6C(C(C7C(O6)COC(O7)C8=CC=CS8)O)O.